From a dataset of Forward reaction prediction with 1.9M reactions from USPTO patents (1976-2016). Predict the product of the given reaction. Given the reactants [F:1][CH:2]([F:37])[O:3][C:4]1[CH:5]=[C:6]([C:11]2[N:16]=[C:15]([CH3:17])[N:14]=[C:13]([N:18]([CH2:28][C:29]3[CH:34]=[CH:33][C:32]([O:35][CH3:36])=[CH:31][CH:30]=3)[CH2:19][C:20]3[CH:25]=[CH:24][C:23]([O:26][CH3:27])=[CH:22][CH:21]=3)[N:12]=2)[C:7](F)=[N:8][CH:9]=1.[NH2:38][C:39]1[CH:40]=[CH:41][C:42]([O:45][CH3:46])=[N:43][CH:44]=1.C[Si]([N-][Si](C)(C)C)(C)C.[Li+], predict the reaction product. The product is: [F:37][CH:2]([F:1])[O:3][C:4]1[CH:5]=[C:6]([C:11]2[N:16]=[C:15]([CH3:17])[N:14]=[C:13]([N:18]([CH2:19][C:20]3[CH:25]=[CH:24][C:23]([O:26][CH3:27])=[CH:22][CH:21]=3)[CH2:28][C:29]3[CH:34]=[CH:33][C:32]([O:35][CH3:36])=[CH:31][CH:30]=3)[N:12]=2)[C:7]([NH:38][C:39]2[CH:44]=[N:43][C:42]([O:45][CH3:46])=[CH:41][CH:40]=2)=[N:8][CH:9]=1.